Task: Predict which catalyst facilitates the given reaction.. Dataset: Catalyst prediction with 721,799 reactions and 888 catalyst types from USPTO Reactant: [F:1][C:2]1[CH:7]=[CH:6][CH:5]=[CH:4][C:3]=1[N:8]([CH3:14])[C:9](=[O:13])[CH:10](Br)[CH3:11].[C:15]1([CH:22]=[CH:21][C:19]([OH:20])=[CH:18][CH:17]=1)[OH:16].C(=O)([O-])[O-].[K+].[K+].C([N+](CCCC)(CCCC)CCCC)CCC. Product: [F:1][C:2]1[CH:7]=[CH:6][CH:5]=[CH:4][C:3]=1[N:8]([CH3:14])[C:9](=[O:13])[CH:10]([O:16][C:15]1[CH:22]=[CH:21][C:19]([OH:20])=[CH:18][CH:17]=1)[CH3:11]. The catalyst class is: 10.